Dataset: Full USPTO retrosynthesis dataset with 1.9M reactions from patents (1976-2016). Task: Predict the reactants needed to synthesize the given product. (1) Given the product [C:1]([C:5]1[N:10]=[CH:9][C:8]([C:11]2[N:12]([C:32]([N:45]3[CH2:46][CH2:47][N:42]([CH2:41][CH2:40][O:39][CH3:38])[CH2:43][CH2:44]3)=[O:33])[C@@:13]([C:25]3[CH:30]=[CH:29][C:28]([Cl:31])=[CH:27][CH:26]=3)([CH3:24])[C@@:14]([C:17]3[CH:22]=[CH:21][C:20]([Cl:23])=[CH:19][CH:18]=3)([CH3:16])[N:15]=2)=[C:7]([O:35][CH2:36][CH3:37])[CH:6]=1)([CH3:4])([CH3:3])[CH3:2], predict the reactants needed to synthesize it. The reactants are: [C:1]([C:5]1[N:10]=[CH:9][C:8]([C:11]2[N:12]([C:32](Cl)=[O:33])[C@@:13]([C:25]3[CH:30]=[CH:29][C:28]([Cl:31])=[CH:27][CH:26]=3)([CH3:24])[C@@:14]([C:17]3[CH:22]=[CH:21][C:20]([Cl:23])=[CH:19][CH:18]=3)([CH3:16])[N:15]=2)=[C:7]([O:35][CH2:36][CH3:37])[CH:6]=1)([CH3:4])([CH3:3])[CH3:2].[CH3:38][O:39][CH2:40][CH2:41][N:42]1[CH2:47][CH2:46][NH:45][CH2:44][CH2:43]1. (2) Given the product [CH2:1]([O:8][CH2:9][C:10](=[O:11])[CH2:12][O:13][CH2:14][C:15]1[CH:20]=[CH:19][CH:18]=[CH:17][CH:16]=1)[C:2]1[CH:3]=[CH:4][CH:5]=[CH:6][CH:7]=1, predict the reactants needed to synthesize it. The reactants are: [CH2:1]([O:8][CH2:9][CH:10]([CH2:12][O:13][CH2:14][C:15]1[CH:20]=[CH:19][CH:18]=[CH:17][CH:16]=1)[OH:11])[C:2]1[CH:7]=[CH:6][CH:5]=[CH:4][CH:3]=1.CC1(C)N([O])C(C)(C)CCC1.C(=O)(O)[O-].[Na+].Cl[O-].[Na+].Cl. (3) Given the product [CH2:1]([O:3][C:4](=[O:13])[CH2:5][CH2:6][CH2:7][CH2:8][CH2:9][NH:10][C:11]([NH:24][C:18]1[CH:19]=[C:20]([N+:21]([O-:23])=[O:22])[C:15]([Br:14])=[C:16]([CH3:25])[CH:17]=1)=[O:12])[CH3:2], predict the reactants needed to synthesize it. The reactants are: [CH2:1]([O:3][C:4](=[O:13])[CH2:5][CH2:6][CH2:7][CH2:8][CH2:9][N:10]=[C:11]=[O:12])[CH3:2].[Br:14][C:15]1[C:20]([N+:21]([O-:23])=[O:22])=[CH:19][C:18]([NH2:24])=[CH:17][C:16]=1[CH3:25]. (4) Given the product [CH:1]([C:4]1[C:5]([CH2:11][OH:13])=[N:6][CH:7]=[CH:8][CH:9]=1)([CH3:3])[CH3:2], predict the reactants needed to synthesize it. The reactants are: [CH:1]([C:4]1[C:5]([CH3:11])=[N+:6]([O-])[CH:7]=[CH:8][CH:9]=1)([CH3:3])[CH3:2].C(OC(C(F)(F)F)=O)(C(F)(F)F)=[O:13]. (5) Given the product [Cl:3][C:22]1[C:17]2[CH:16]=[CH:15][C:14]([C:9]3[C:8]([C:7]([F:33])([F:32])[F:6])=[CH:13][CH:12]=[CH:11][CH:10]=3)=[N:31][C:18]=2[N:19]=[C:20]([NH:24][C:25](=[O:30])[C:26]([CH3:29])([CH3:28])[CH3:27])[N:21]=1, predict the reactants needed to synthesize it. The reactants are: P(Cl)(Cl)([Cl:3])=O.[F:6][C:7]([F:33])([F:32])[C:8]1[CH:13]=[CH:12][CH:11]=[CH:10][C:9]=1[C:14]1[CH:15]=[CH:16][C:17]2[C:22](O)=[N:21][C:20]([NH:24][C:25](=[O:30])[C:26]([CH3:29])([CH3:28])[CH3:27])=[N:19][C:18]=2[N:31]=1.C(N(CC)C(C)C)(C)C. (6) Given the product [O:29]=[C:25]1[CH2:24][C:23]2[C:27](=[CH:28][C:20]([C:18]([C:17]3[CH:16]=[C:15]([NH:14][C:10]([C:9]4[N:5]([C:1]([CH3:4])([CH3:3])[CH3:2])[N:6]=[C:7]([CH3:13])[CH:8]=4)=[O:11])[CH:32]=[CH:31][CH:30]=3)=[O:19])=[CH:21][CH:22]=2)[NH:26]1, predict the reactants needed to synthesize it. The reactants are: [C:1]([N:5]1[C:9]([C:10](Cl)=[O:11])=[CH:8][C:7]([CH3:13])=[N:6]1)([CH3:4])([CH3:3])[CH3:2].[NH2:14][C:15]1[CH:16]=[C:17]([CH:30]=[CH:31][CH:32]=1)[C:18]([C:20]1[CH:28]=[C:27]2[C:23]([CH2:24][C:25](=[O:29])[NH:26]2)=[CH:22][CH:21]=1)=[O:19]. (7) Given the product [ClH:17].[N:18]12[CH2:25][CH2:24][CH:21]([CH2:22][CH2:23]1)[CH:20]([CH2:26][C:27]([NH:29][C:30]1[CH:31]=[C:32]([C:5]3[CH:6]=[CH:7][C:2]([F:1])=[CH:3][CH:4]=3)[CH:33]=[CH:34][CH:35]=1)=[O:28])[CH2:19]2, predict the reactants needed to synthesize it. The reactants are: [F:1][C:2]1[CH:7]=[CH:6][C:5](B(O)O)=[CH:4][CH:3]=1.C(=O)([O-])[O-].[Na+].[Na+].[ClH:17].[N:18]12[CH2:25][CH2:24][CH:21]([CH2:22][CH2:23]1)[CH:20]([CH2:26][C:27]([NH:29][C:30]1[CH:35]=[CH:34][CH:33]=[C:32](Br)[CH:31]=1)=[O:28])[CH2:19]2.[OH-].[Na+].